From a dataset of Full USPTO retrosynthesis dataset with 1.9M reactions from patents (1976-2016). Predict the reactants needed to synthesize the given product. (1) Given the product [Cl:16][C:17]1[CH:22]=[CH:21][C:20]([N+:23]([O-:25])=[O:24])=[C:19]([S:4][CH:2]([CH3:3])[CH3:1])[CH:18]=1, predict the reactants needed to synthesize it. The reactants are: [CH3:1][CH:2]([SH:4])[CH3:3].C(=O)([O-])[O-].[K+].[K+].CN(C)C=O.[Cl:16][C:17]1[CH:22]=[CH:21][C:20]([N+:23]([O-:25])=[O:24])=[C:19](F)[CH:18]=1. (2) Given the product [CH3:1][O:2][C:3]([NH:5][C@@H:6]([CH:28]([CH3:30])[CH3:29])[C:7]([N:9]1[C@H:17]([C:18]([OH:20])=[O:19])[CH2:16][C:11]2([O:15][CH2:14][CH2:13][O:12]2)[CH2:10]1)=[O:8])=[O:4], predict the reactants needed to synthesize it. The reactants are: [CH3:1][O:2][C:3]([NH:5][C@@H:6]([CH:28]([CH3:30])[CH3:29])[C:7]([N:9]1[C@H:17]([C:18]([O:20]CC2C=CC=CC=2)=[O:19])[CH2:16][C:11]2([O:15][CH2:14][CH2:13][O:12]2)[CH2:10]1)=[O:8])=[O:4]. (3) Given the product [NH2:1][C:2]1[C:7]([C:8]([NH:17][CH3:16])=[O:10])=[C:6]([Cl:11])[N:5]=[CH:4][N:3]=1, predict the reactants needed to synthesize it. The reactants are: [NH2:1][C:2]1[C:7]([C:8]([OH:10])=O)=[C:6]([Cl:11])[N:5]=[CH:4][N:3]=1.O=S(Cl)Cl.[CH3:16][NH2:17].C1COCC1.